This data is from NCI-60 drug combinations with 297,098 pairs across 59 cell lines. The task is: Regression. Given two drug SMILES strings and cell line genomic features, predict the synergy score measuring deviation from expected non-interaction effect. (1) Drug 1: C1CN1C2=NC(=NC(=N2)N3CC3)N4CC4. Drug 2: C1=NNC2=C1C(=O)NC=N2. Cell line: DU-145. Synergy scores: CSS=60.4, Synergy_ZIP=-1.53, Synergy_Bliss=-1.82, Synergy_Loewe=-31.1, Synergy_HSA=-2.76. (2) Drug 1: CC1=C(N=C(N=C1N)C(CC(=O)N)NCC(C(=O)N)N)C(=O)NC(C(C2=CN=CN2)OC3C(C(C(C(O3)CO)O)O)OC4C(C(C(C(O4)CO)O)OC(=O)N)O)C(=O)NC(C)C(C(C)C(=O)NC(C(C)O)C(=O)NCCC5=NC(=CS5)C6=NC(=CS6)C(=O)NCCC[S+](C)C)O. Drug 2: CC(C)CN1C=NC2=C1C3=CC=CC=C3N=C2N. Cell line: EKVX. Synergy scores: CSS=16.3, Synergy_ZIP=-3.03, Synergy_Bliss=0.412, Synergy_Loewe=0.439, Synergy_HSA=0.974. (3) Drug 1: CC1=C2C(C(=O)C3(C(CC4C(C3C(C(C2(C)C)(CC1OC(=O)C(C(C5=CC=CC=C5)NC(=O)C6=CC=CC=C6)O)O)OC(=O)C7=CC=CC=C7)(CO4)OC(=O)C)O)C)OC(=O)C. Drug 2: CCN(CC)CCNC(=O)C1=C(NC(=C1C)C=C2C3=C(C=CC(=C3)F)NC2=O)C. Cell line: A549. Synergy scores: CSS=43.1, Synergy_ZIP=1.87, Synergy_Bliss=2.36, Synergy_Loewe=-16.7, Synergy_HSA=3.80. (4) Drug 1: CN(C)N=NC1=C(NC=N1)C(=O)N. Drug 2: CN(CC1=CN=C2C(=N1)C(=NC(=N2)N)N)C3=CC=C(C=C3)C(=O)NC(CCC(=O)O)C(=O)O. Cell line: COLO 205. Synergy scores: CSS=14.9, Synergy_ZIP=-5.90, Synergy_Bliss=-2.32, Synergy_Loewe=-14.9, Synergy_HSA=-1.30. (5) Drug 1: CCCS(=O)(=O)NC1=C(C(=C(C=C1)F)C(=O)C2=CNC3=C2C=C(C=N3)C4=CC=C(C=C4)Cl)F. Drug 2: C1CCC(CC1)NC(=O)N(CCCl)N=O. Cell line: HL-60(TB). Synergy scores: CSS=-11.7, Synergy_ZIP=-9.42, Synergy_Bliss=-21.2, Synergy_Loewe=-36.9, Synergy_HSA=-29.6. (6) Drug 1: C1=CN(C(=O)N=C1N)C2C(C(C(O2)CO)O)O.Cl. Drug 2: CC12CCC3C(C1CCC2O)C(CC4=C3C=CC(=C4)O)CCCCCCCCCS(=O)CCCC(C(F)(F)F)(F)F. Cell line: UO-31. Synergy scores: CSS=18.0, Synergy_ZIP=3.20, Synergy_Bliss=3.69, Synergy_Loewe=-8.48, Synergy_HSA=2.76. (7) Drug 1: CN(C)N=NC1=C(NC=N1)C(=O)N. Drug 2: CC1C(C(CC(O1)OC2CC(CC3=C2C(=C4C(=C3O)C(=O)C5=C(C4=O)C(=CC=C5)OC)O)(C(=O)CO)O)N)O.Cl. Cell line: HOP-92. Synergy scores: CSS=46.1, Synergy_ZIP=-3.48, Synergy_Bliss=-1.43, Synergy_Loewe=0.776, Synergy_HSA=1.67.